Dataset: NCI-60 drug combinations with 297,098 pairs across 59 cell lines. Task: Regression. Given two drug SMILES strings and cell line genomic features, predict the synergy score measuring deviation from expected non-interaction effect. (1) Drug 1: CC(C1=C(C=CC(=C1Cl)F)Cl)OC2=C(N=CC(=C2)C3=CN(N=C3)C4CCNCC4)N. Drug 2: CC1CCC2CC(C(=CC=CC=CC(CC(C(=O)C(C(C(=CC(C(=O)CC(OC(=O)C3CCCCN3C(=O)C(=O)C1(O2)O)C(C)CC4CCC(C(C4)OC)O)C)C)O)OC)C)C)C)OC. Cell line: UACC-257. Synergy scores: CSS=0.105, Synergy_ZIP=0.226, Synergy_Bliss=0.0785, Synergy_Loewe=-2.97, Synergy_HSA=-1.32. (2) Drug 1: C1=C(C(=O)NC(=O)N1)F. Drug 2: C(CCl)NC(=O)N(CCCl)N=O. Cell line: IGROV1. Synergy scores: CSS=35.3, Synergy_ZIP=5.96, Synergy_Bliss=5.05, Synergy_Loewe=5.42, Synergy_HSA=6.72. (3) Cell line: SK-MEL-2. Drug 2: C1C(C(OC1N2C=NC3=C(N=C(N=C32)Cl)N)CO)O. Synergy scores: CSS=27.4, Synergy_ZIP=-7.71, Synergy_Bliss=0.980, Synergy_Loewe=-0.312, Synergy_HSA=0.622. Drug 1: CC1OCC2C(O1)C(C(C(O2)OC3C4COC(=O)C4C(C5=CC6=C(C=C35)OCO6)C7=CC(=C(C(=C7)OC)O)OC)O)O. (4) Drug 1: CS(=O)(=O)C1=CC(=C(C=C1)C(=O)NC2=CC(=C(C=C2)Cl)C3=CC=CC=N3)Cl. Drug 2: CC1=CC=C(C=C1)C2=CC(=NN2C3=CC=C(C=C3)S(=O)(=O)N)C(F)(F)F. Cell line: SF-539. Synergy scores: CSS=6.91, Synergy_ZIP=-3.20, Synergy_Bliss=0.349, Synergy_Loewe=1.38, Synergy_HSA=1.38. (5) Drug 1: COC1=C(C=C2C(=C1)N=CN=C2NC3=CC(=C(C=C3)F)Cl)OCCCN4CCOCC4. Drug 2: CN(CCCl)CCCl.Cl. Cell line: HOP-92. Synergy scores: CSS=25.1, Synergy_ZIP=-4.90, Synergy_Bliss=-5.09, Synergy_Loewe=-1.78, Synergy_HSA=-0.883.